Task: Predict the reaction yield, written as a fraction of the theoretical maximum amount of product (1.0 means a 100% yield; for example, 0.34 means a 34% yield).. Dataset: Reaction yield outcomes from USPTO patents with 853,638 reactions (1) The reactants are Br[C:2]1[CH:22]=[CH:21][CH:20]=[CH:19][C:3]=1[NH:4][C:5]1[CH:10]=[CH:9][C:8]([CH2:11][CH2:12][CH2:13][CH2:14][CH2:15][CH2:16][CH2:17][CH3:18])=[CH:7][CH:6]=1.[C:23]1(B(O)O)[CH:28]=[CH:27][C:26](B(O)O)=[CH:25][CH:24]=1.C([O-])([O-])=O.[Na+].[Na+].O. The catalyst is C1(C)C=CC=CC=1.CCO.C1C=CC([P]([Pd]([P](C2C=CC=CC=2)(C2C=CC=CC=2)C2C=CC=CC=2)([P](C2C=CC=CC=2)(C2C=CC=CC=2)C2C=CC=CC=2)[P](C2C=CC=CC=2)(C2C=CC=CC=2)C2C=CC=CC=2)(C2C=CC=CC=2)C2C=CC=CC=2)=CC=1. The product is [CH2:11]([C:8]1[CH:9]=[CH:10][C:5]([NH:4][C:3]2[C:2]([C:23]3[CH:28]=[CH:27][C:26]([C:2]4[C:3]([NH:4][C:5]5[CH:6]=[CH:7][C:8]([CH2:11][CH2:12][CH2:13][CH2:14][CH2:15][CH2:16][CH2:17][CH3:18])=[CH:9][CH:10]=5)=[CH:19][CH:20]=[CH:21][CH:22]=4)=[CH:25][CH:24]=3)=[CH:22][CH:21]=[CH:20][CH:19]=2)=[CH:6][CH:7]=1)[CH2:12][CH2:13][CH2:14][CH2:15][CH2:16][CH2:17][CH3:18]. The yield is 0.860. (2) The reactants are [CH3:1][O:2][C:3]([C:5]1[N:6]=[C:7]([NH:10][C:11](=[O:21])[C@@H:12]([NH2:20])[CH2:13][C:14]2[CH:19]=[CH:18][CH:17]=[CH:16][CH:15]=2)[S:8][CH:9]=1)=[O:4].[CH2:22]([O:29][C:30]([NH:32][CH:33]([C:37]1[CH:42]=[CH:41][C:40]([O:43][CH3:44])=[C:39]([CH3:45])[CH:38]=1)[C:34](O)=[O:35])=[O:31])[C:23]1[CH:28]=[CH:27][CH:26]=[CH:25][CH:24]=1.C(N(C(C)C)CC)(C)C.ON1C2C=CC=CC=2N=N1.N1(OC(N(C)C)=[N+](C)C)C2C=CC=CC=2N=N1. The catalyst is CN(C)C=O. The product is [CH3:1][O:2][C:3]([C:5]1[N:6]=[C:7]([NH:10][C:11](=[O:21])[C@@H:12]([NH:20][C:34](=[O:35])[CH:33]([NH:32][C:30]([O:29][CH2:22][C:23]2[CH:28]=[CH:27][CH:26]=[CH:25][CH:24]=2)=[O:31])[C:37]2[CH:42]=[CH:41][C:40]([O:43][CH3:44])=[C:39]([CH3:45])[CH:38]=2)[CH2:13][C:14]2[CH:19]=[CH:18][CH:17]=[CH:16][CH:15]=2)[S:8][CH:9]=1)=[O:4]. The yield is 0.690. (3) The reactants are [N+:1]([C:4]1[CH:5]=[C:6]([C:10]2([C:15]#[N:16])[CH2:14][CH2:13][CH2:12][CH2:11]2)[CH:7]=[CH:8][CH:9]=1)([O-])=O. The catalyst is CO.[Pd]. The product is [NH2:1][C:4]1[CH:5]=[C:6]([C:10]2([C:15]#[N:16])[CH2:14][CH2:13][CH2:12][CH2:11]2)[CH:7]=[CH:8][CH:9]=1. The yield is 0.970. (4) The reactants are [CH3:1][C:2]1([CH3:12])[C:11]2[C:6](=[CH:7][CH:8]=[CH:9][CH:10]=2)[NH:5][CH2:4][CH2:3]1.[N+:13]([O-])([O-:15])=[O:14].[K+].C([O-])([O-])=O.[Na+].[Na+]. The catalyst is OS(O)(=O)=O. The product is [CH3:1][C:2]1([CH3:12])[C:11]2[C:6](=[CH:7][C:8]([N+:13]([O-:15])=[O:14])=[CH:9][CH:10]=2)[NH:5][CH2:4][CH2:3]1. The yield is 0.500.